From a dataset of Reaction yield outcomes from USPTO patents with 853,638 reactions. Predict the reaction yield, written as a fraction of the theoretical maximum amount of product (1.0 means a 100% yield; for example, 0.34 means a 34% yield). (1) The reactants are [Br:1][C:2]1[C:15]2[C:6](=[C:7]3[C:12](=[C:13]([NH2:16])[N:14]=2)[CH:11]=[CH:10][CH:9]=[CH:8]3)[CH:5]=[CH:4][CH:3]=1.C(=O)(O)[O-].[Na+].Cl[CH2:23][CH:24]=O. The catalyst is CC(O)C. The product is [Br:1][C:2]1[C:15]2[N:14]3[CH:23]=[CH:24][N:16]=[C:13]3[C:12]3[CH:11]=[CH:10][CH:9]=[CH:8][C:7]=3[C:6]=2[CH:5]=[CH:4][CH:3]=1. The yield is 0.620. (2) The reactants are Br[C:2]1[CH:3]=[C:4]([CH:7]=[O:8])[O:5][CH:6]=1.[CH:9]1(B(O)O)[CH2:11][CH2:10]1.ClC1C=CC(CC2C=C(C=O)SC=2)=CC=1.C1(P(C2C=CC=CC=2)C2C=CC=CC=2)C=CC=CC=1.C1(P(C2CCCCC2)C2CCCCC2)CCCCC1. The catalyst is C1(C)C=CC=CC=1.O. The product is [CH:9]1([C:2]2[CH:3]=[C:4]([CH:7]=[O:8])[O:5][CH:6]=2)[CH2:11][CH2:10]1. The yield is 0.310. (3) The reactants are [C:1]([O:5][C:6]([N:8]1[CH2:13][CH2:12][CH:11]([C:14]2[N:18]([C:19]3[CH:24]=[CH:23][C:22]([CH:25]([CH3:27])[CH3:26])=[CH:21][CH:20]=3)[N:17]=[CH:16][C:15]=2[C:28](O)=[O:29])[CH2:10][CH2:9]1)=[O:7])([CH3:4])([CH3:3])[CH3:2].C1CCC(N=C=NC2CCCCC2)CC1.[CH3:46][C:47]1[CH:48]=[C:49]([CH:51]=[C:52]([CH3:54])[CH:53]=1)[NH2:50]. The catalyst is CN(C1C=CN=CC=1)C.C(Cl)Cl. The product is [C:1]([O:5][C:6]([N:8]1[CH2:13][CH2:12][CH:11]([C:14]2[N:18]([C:19]3[CH:24]=[CH:23][C:22]([CH:25]([CH3:26])[CH3:27])=[CH:21][CH:20]=3)[N:17]=[CH:16][C:15]=2[C:28](=[O:29])[NH:50][C:49]2[CH:51]=[C:52]([CH3:54])[CH:53]=[C:47]([CH3:46])[CH:48]=2)[CH2:10][CH2:9]1)=[O:7])([CH3:3])([CH3:2])[CH3:4]. The yield is 0.470. (4) The reactants are Cl[C:2]1[CH:7]=[C:6]([Cl:8])[N:5]=[N:4][C:3]=1[C:9]([O:11][CH2:12][CH3:13])=[O:10].[CH:14]([C:17]1[N:22]=[C:21]([NH2:23])[CH:20]=[CH:19][C:18]=1[O:24][CH3:25])([CH3:16])[CH3:15]. The catalyst is C(#N)C. The product is [Cl:8][C:6]1[N:5]=[N:4][C:3]([C:9]([O:11][CH2:12][CH3:13])=[O:10])=[C:2]([NH:23][C:21]2[CH:20]=[CH:19][C:18]([O:24][CH3:25])=[C:17]([CH:14]([CH3:16])[CH3:15])[N:22]=2)[CH:7]=1. The yield is 0.370. (5) The reactants are [C:1]([O:5][C:6]([NH:8][C@@H:9]([CH3:16])[C:10]([N:12]([O:14][CH3:15])[CH3:13])=[O:11])=[O:7])([CH3:4])([CH3:3])[CH3:2].C(N[C@@H](C(O)=O)C)(OC(C)(C)C)=O. No catalyst specified. The product is [C:1]([O:5][C:6]([NH:8][C@H:9]([CH3:16])[C:10]([N:12]([O:14][CH3:15])[CH3:13])=[O:11])=[O:7])([CH3:4])([CH3:3])[CH3:2]. The yield is 0.880. (6) The reactants are C([N:8]1[CH2:17][CH2:16][C:15]2[C:14]([OH:18])=[N:13][C:12]([C:19]([F:22])([F:21])[F:20])=[N:11][C:10]=2[CH2:9]1)C1C=CC=CC=1.[H][H]. The catalyst is CO.[OH-].[OH-].[Pd+2]. The product is [F:22][C:19]([F:20])([F:21])[C:12]1[N:13]=[C:14]([OH:18])[C:15]2[CH2:16][CH2:17][NH:8][CH2:9][C:10]=2[N:11]=1. The yield is 0.770. (7) The reactants are C1([C:7]2[C:8]([NH2:19])=[N:9][CH:10]=[C:11]([C:13]3[CH:18]=[CH:17][CH:16]=[CH:15][CH:14]=3)[CH:12]=2)C=CC=CC=1.Br[CH2:21][C:22]([C:24]1[CH:29]=[CH:28][C:27]([Br:30])=[CH:26][CH:25]=1)=O.C(=O)([O-])O.[Na+]. The catalyst is C(O)C. The product is [Br:30][C:27]1[CH:28]=[CH:29][C:24]([C:22]2[N:19]=[C:8]3[CH:7]=[CH:12][C:11]([C:13]4[CH:18]=[CH:17][CH:16]=[CH:15][CH:14]=4)=[CH:10][N:9]3[CH:21]=2)=[CH:25][CH:26]=1. The yield is 0.820. (8) The reactants are C1CCN2C(=NCCC2)CC1.Cl.[NH2:13][CH2:14][C:15]1[CH:16]=[C:17]2[C:21](=[CH:22][CH:23]=1)[C:20](=[O:24])[N:19]([CH:25]1[CH2:30][CH2:29][C:28](=[O:31])[NH:27][C:26]1=[O:32])[C:18]2=[O:33].[O:34]=[C:35]1[N:39]([CH2:40][CH2:41][CH2:42][CH2:43][CH2:44][C:45](O)=[O:46])[CH2:38][CH2:37][O:36]1.C1C=CC2N(O)N=NC=2C=1.C(Cl)CCl. The product is [O:32]=[C:26]1[CH:25]([N:19]2[C:18](=[O:33])[C:17]3[C:21](=[CH:22][CH:23]=[C:15]([CH2:14][NH:13][C:45](=[O:46])[CH2:44][CH2:43][CH2:42][CH2:41][CH2:40][N:39]4[CH2:38][CH2:37][O:36][C:35]4=[O:34])[CH:16]=3)[C:20]2=[O:24])[CH2:30][CH2:29][C:28](=[O:31])[NH:27]1. The yield is 0.420. The catalyst is C(#N)C.